From a dataset of HIV replication inhibition screening data with 41,000+ compounds from the AIDS Antiviral Screen. Binary Classification. Given a drug SMILES string, predict its activity (active/inactive) in a high-throughput screening assay against a specified biological target. (1) The result is 0 (inactive). The compound is COc1cc(OC)c(C(=O)O[Sn](c2ccccc2)(c2ccccc2)c2ccccc2)cc1OC. (2) The compound is CCCCNC(=NC#N)NCc1ccccc1. The result is 0 (inactive). (3) The molecule is CCOC(=O)C(Cc1cc[n+]([O-])cc1)=NO. The result is 0 (inactive). (4) The result is 1 (active). The compound is O=[N+]([O-])c1ccc(CNC2=NN=S(=O)(O)c3ccccc32)cc1.